From a dataset of Full USPTO retrosynthesis dataset with 1.9M reactions from patents (1976-2016). Predict the reactants needed to synthesize the given product. Given the product [Cl:1][C:2]1[CH:7]=[CH:6][CH:5]=[C:4]([N:8]2[C:14]([C:16]3[O:17][CH:18]=[CH:19][CH:20]=3)=[CH:13][C:12]([C:11]([F:23])([F:10])[F:22])=[N:9]2)[N:3]=1, predict the reactants needed to synthesize it. The reactants are: [Cl:1][C:2]1[CH:7]=[CH:6][CH:5]=[C:4]([NH:8][NH2:9])[N:3]=1.[F:10][C:11]([F:23])([F:22])[C:12](=O)[CH2:13][C:14]([C:16]1[O:17][CH:18]=[CH:19][CH:20]=1)=O.